This data is from Forward reaction prediction with 1.9M reactions from USPTO patents (1976-2016). The task is: Predict the product of the given reaction. Given the reactants N#N.[C:3]([O:7][C:8]([NH:10][CH:11]([CH2:15][C:16]1[CH:21]=[CH:20][C:19]([O:22][CH3:23])=[C:18]([F:24])[CH:17]=1)[C:12](O)=O)=[O:9])([CH3:6])([CH3:5])[CH3:4].C(N1CCOCC1)C.CN(C(ON1N=NC2C=CC=CC1=2)=[N+](C)C)C.[B-](F)(F)(F)F.[F:55][C:56]1[CH:57]=[C:58]([NH2:63])[C:59]([NH2:62])=[CH:60][CH:61]=1, predict the reaction product. The product is: [F:55][C:56]1[CH:61]=[CH:60][C:59]2[NH:62][C:12]([CH:11]([NH:10][C:8](=[O:9])[O:7][C:3]([CH3:6])([CH3:5])[CH3:4])[CH2:15][C:16]3[CH:21]=[CH:20][C:19]([O:22][CH3:23])=[C:18]([F:24])[CH:17]=3)=[N:63][C:58]=2[CH:57]=1.